From a dataset of Reaction yield outcomes from USPTO patents with 853,638 reactions. Predict the reaction yield, written as a fraction of the theoretical maximum amount of product (1.0 means a 100% yield; for example, 0.34 means a 34% yield). The reactants are [N+:1]([C:4]1[CH:5]=[C:6]2[C:10](=[CH:11][CH:12]=1)[NH:9][N:8]=[CH:7]2)([O-:3])=[O:2].[Br:13]Br. The catalyst is CO. The product is [Br:13][C:7]1[C:6]2[C:10](=[CH:11][CH:12]=[C:4]([N+:1]([O-:3])=[O:2])[CH:5]=2)[NH:9][N:8]=1. The yield is 1.00.